Regression/Classification. Given a drug SMILES string, predict its absorption, distribution, metabolism, or excretion properties. Task type varies by dataset: regression for continuous measurements (e.g., permeability, clearance, half-life) or binary classification for categorical outcomes (e.g., BBB penetration, CYP inhibition). Dataset: cyp2c19_veith. From a dataset of CYP2C19 inhibition data for predicting drug metabolism from PubChem BioAssay. (1) The compound is CN(C)CCCn1cc(C2=C(c3c[nH]c4ccccc34)C(=O)NC2=O)c2ccccc21. The result is 0 (non-inhibitor). (2) The molecule is COC(=O)[C@@]1(Cc2ccccc2)[C@H]2c3cc(C(=O)N4CCCC4)n(CCSCCO)c3C[C@H]2CN1C(=O)c1ccccc1. The result is 1 (inhibitor). (3) The drug is CC(C)CCNC(=O)C12CN(Cc3ccccc3)CC1C(c1cccc([N+](=O)[O-])c1)=NO2. The result is 1 (inhibitor). (4) The compound is CCN1CCN(Cc2ccc(NC(=O)Nc3cccs3)cc2)CC1. The result is 0 (non-inhibitor).